From a dataset of Forward reaction prediction with 1.9M reactions from USPTO patents (1976-2016). Predict the product of the given reaction. Given the reactants [Cl:1][C:2]1[C:3]([CH2:8][NH:9][C:10]([C@H:12]2[CH2:17][N:16]3[C:18](=[O:22])[O:19][CH:20]([CH3:21])[C@@H:15]3[CH2:14][CH2:13]2)=O)=[N:4][CH:5]=[CH:6][N:7]=1.O=P(Cl)(Cl)Cl.CN(C=O)C.C(=O)(O)[O-].[Na+], predict the reaction product. The product is: [Cl:1][C:2]1[C:3]2[N:4]([C:10]([C@H:12]3[CH2:17][N:16]4[C:18](=[O:22])[O:19][CH:20]([CH3:21])[C@@H:15]4[CH2:14][CH2:13]3)=[N:9][CH:8]=2)[CH:5]=[CH:6][N:7]=1.